This data is from Forward reaction prediction with 1.9M reactions from USPTO patents (1976-2016). The task is: Predict the product of the given reaction. (1) The product is: [CH3:1][NH:2][C:6]([C:8]1[C:9](=[O:33])[C:10]2[CH:15]=[N:14][C:13]([NH:16][CH2:17][CH2:18][CH2:19][N:20]3[CH:24]=[CH:23][N:22]=[CH:21]3)=[N:12][C:11]=2[N:25]([CH:27]2[CH2:32][CH2:31][CH2:30][CH2:29][CH2:28]2)[CH:26]=1)=[O:5]. Given the reactants [CH3:1][NH2:2].C([O:5][C:6]([C:8]1[C:9](=[O:33])[C:10]2[CH:15]=[N:14][C:13]([NH:16][CH2:17][CH2:18][CH2:19][N:20]3[CH:24]=[CH:23][N:22]=[CH:21]3)=[N:12][C:11]=2[N:25]([CH:27]2[CH2:32][CH2:31][CH2:30][CH2:29][CH2:28]2)[CH:26]=1)=O)C, predict the reaction product. (2) Given the reactants [NH2:1][C:2]1[CH:18]=[CH:17][C:5]([CH2:6][NH:7][C:8](=[O:16])[C@@H:9]([NH:12][C:13](=[O:15])[CH3:14])[CH2:10][OH:11])=[CH:4][CH:3]=1.[Si]([N:23]=[N+:24]=[N-])(C)(C)C, predict the reaction product. The product is: [N:1]([C:2]1[CH:3]=[CH:4][C:5]([CH2:6][NH:7][C:8](=[O:16])[C@@H:9]([NH:12][C:13](=[O:15])[CH3:14])[CH2:10][OH:11])=[CH:17][CH:18]=1)=[N+:23]=[N-:24]. (3) Given the reactants [CH:1]([Cl:4])([Cl:3])[Cl:2].[CH3:5][O:6][C:7]1[CH:8]=[C:9]([CH:12]=[CH:13][CH:14]=1)[CH:10]=[O:11].[OH-].[K+], predict the reaction product. The product is: [Cl:2][C:1]([Cl:4])([Cl:3])[CH:10]([C:9]1[CH:12]=[CH:13][CH:14]=[C:7]([O:6][CH3:5])[CH:8]=1)[OH:11]. (4) Given the reactants [Cl:1][C:2]1[CH:7]=[CH:6][C:5]([C:8]2[CH:9]=[CH:10][C:11]([C:14]#[C:15][C:16]3[S:17][CH:18]=[C:19](I)[CH:20]=3)=[N:12][CH:13]=2)=[CH:4][CH:3]=1.[CH3:22][CH:23]1[CH2:28][CH2:27][N:26]([CH2:29][CH2:30][NH2:31])[CH2:25][CH2:24]1, predict the reaction product. The product is: [Cl:1][C:2]1[CH:7]=[CH:6][C:5]([C:8]2[CH:9]=[CH:10][C:11]([C:14]#[C:15][C:16]3[S:17][CH:18]=[C:19]([NH:31][CH2:30][CH2:29][N:26]4[CH2:27][CH2:28][CH:23]([CH3:22])[CH2:24][CH2:25]4)[CH:20]=3)=[N:12][CH:13]=2)=[CH:4][CH:3]=1. (5) Given the reactants [Cl:1][C:2]1[CH:10]=[CH:9][C:8]([Cl:11])=[CH:7][C:3]=1[C:4]([OH:6])=O.ClC1C=CC(Cl)=CC=1C(Cl)=O.S(Cl)(Cl)=O.[CH3:27][O:28][CH2:29][CH2:30][N:31]1[C:35]([CH3:36])=[C:34]([CH3:37])[S:33][C:32]1=[NH:38].CCN(CC)CC, predict the reaction product. The product is: [Cl:1][C:2]1[CH:10]=[CH:9][C:8]([Cl:11])=[CH:7][C:3]=1[C:4](/[N:38]=[C:32]1\[S:33][C:34]([CH3:37])=[C:35]([CH3:36])[N:31]\1[CH2:30][CH2:29][O:28][CH3:27])=[O:6]. (6) Given the reactants [CH3:1][O:2][C:3]1[CH:4]=[C:5]([C:11](=O)[C:12]([CH3:18])([CH3:17])[C:13](OC)=[O:14])[CH:6]=[CH:7][C:8]=1[O:9][CH3:10].O.[NH2:21][NH2:22], predict the reaction product. The product is: [CH3:1][O:2][C:3]1[CH:4]=[C:5]([C:11]2[C:12]([CH3:18])([CH3:17])[C:13](=[O:14])[NH:21][N:22]=2)[CH:6]=[CH:7][C:8]=1[O:9][CH3:10].